Dataset: Full USPTO retrosynthesis dataset with 1.9M reactions from patents (1976-2016). Task: Predict the reactants needed to synthesize the given product. (1) Given the product [CH3:23][O:22][C:19]1[CH:18]=[CH:17][C:16]([C@H:15]2[C@H:10]([CH2:9][NH:8][C:57]([CH:54]3[CH2:55][CH2:56][O:51][CH2:52][CH2:53]3)=[O:58])[CH2:11][N:12]([C:41]([O:43][CH2:44][C:45]3[CH:46]=[CH:47][CH:48]=[CH:49][CH:50]=3)=[O:42])[CH2:13][C@@H:14]2[O:24][CH2:25][C:26]2[CH:27]=[CH:28][C:29]3[O:34][CH2:33][CH2:32][N:31]([CH2:35][CH2:36][CH2:37][O:38][CH3:39])[C:30]=3[CH:40]=2)=[CH:21][CH:20]=1, predict the reactants needed to synthesize it. The reactants are: C(N(CC)CC)C.[NH2:8][CH2:9][C@H:10]1[C@H:15]([C:16]2[CH:21]=[CH:20][C:19]([O:22][CH3:23])=[CH:18][CH:17]=2)[C@@H:14]([O:24][CH2:25][C:26]2[CH:27]=[CH:28][C:29]3[O:34][CH2:33][CH2:32][N:31]([CH2:35][CH2:36][CH2:37][O:38][CH3:39])[C:30]=3[CH:40]=2)[CH2:13][N:12]([C:41]([O:43][CH2:44][C:45]2[CH:50]=[CH:49][CH:48]=[CH:47][CH:46]=2)=[O:42])[CH2:11]1.[O:51]1[CH2:56][CH2:55][CH:54]([C:57](O)=[O:58])[CH2:53][CH2:52]1. (2) Given the product [Cl:16][C:15]1[CH:14]=[CH:13][C:4]([CH2:5][NH:6][C:7](=[O:12])[C:8]([F:9])([F:10])[F:11])=[CH:3][C:2]=1[NH:1][NH2:17], predict the reactants needed to synthesize it. The reactants are: [NH2:1][C:2]1[CH:3]=[C:4]([CH:13]=[CH:14][C:15]=1[Cl:16])[CH2:5][NH:6][C:7](=[O:12])[C:8]([F:11])([F:10])[F:9].[N:17]([O-])=O.[Na+].Cl[Sn]Cl.O. (3) Given the product [F:37][CH:33]([F:38])[O:17][C:10]1[C:9]2[CH2:8][N:7]([C:18]3[CH:23]=[CH:22][C:21]([CH2:24][C:25]([O:27][CH2:28][CH3:29])=[O:26])=[CH:20][C:19]=3[F:30])[C:6](=[O:31])[C:5]=2[C:4]([O:3][CH2:1][CH3:2])=[C:12]2[CH:13]=[CH:14][CH:15]=[CH:16][C:11]=12, predict the reactants needed to synthesize it. The reactants are: [CH2:1]([O:3][C:4]1[C:5]2[C:6](=[O:31])[N:7]([C:18]3[CH:23]=[CH:22][C:21]([CH2:24][C:25]([O:27][CH2:28][CH3:29])=[O:26])=[CH:20][C:19]=3[F:30])[CH2:8][C:9]=2[C:10]([OH:17])=[C:11]2[CH:16]=[CH:15][CH:14]=[CH:13][C:12]=12)[CH3:2].Cl[C:33]([F:38])([F:37])C([O-])=O.[Na+].C(=O)([O-])[O-].[Na+].[Na+]. (4) Given the product [C:1]([O:5][C:6]([N:8]1[CH2:12][C@H:11]([OH:13])[C@@H:10]([NH2:14])[CH2:9]1)=[O:7])([CH3:4])([CH3:2])[CH3:3], predict the reactants needed to synthesize it. The reactants are: [C:1]([O:5][C:6]([N:8]1[CH2:12][C@H:11]([OH:13])[C@@H:10]([NH:14]CC2C=CC=CC=2)[CH2:9]1)=[O:7])([CH3:4])([CH3:3])[CH3:2]. (5) Given the product [C:14]1([CH2:24][CH2:25][O:26][C:2]2[CH:3]=[C:4]([CH:8]=[CH:9][C:10]=2[N+:11]([O-:13])=[O:12])[C:5]([NH2:7])=[O:6])[C:23]2[C:18](=[CH:19][CH:20]=[CH:21][CH:22]=2)[CH:17]=[CH:16][CH:15]=1, predict the reactants needed to synthesize it. The reactants are: F[C:2]1[CH:3]=[C:4]([CH:8]=[CH:9][C:10]=1[N+:11]([O-:13])=[O:12])[C:5]([NH2:7])=[O:6].[C:14]1([CH2:24][CH2:25][OH:26])[C:23]2[C:18](=[CH:19][CH:20]=[CH:21][CH:22]=2)[CH:17]=[CH:16][CH:15]=1.CC(C)([O-])C.[K+].